Dataset: NCI-60 drug combinations with 297,098 pairs across 59 cell lines. Task: Regression. Given two drug SMILES strings and cell line genomic features, predict the synergy score measuring deviation from expected non-interaction effect. (1) Drug 1: CC1=C2C(C(=O)C3(C(CC4C(C3C(C(C2(C)C)(CC1OC(=O)C(C(C5=CC=CC=C5)NC(=O)OC(C)(C)C)O)O)OC(=O)C6=CC=CC=C6)(CO4)OC(=O)C)OC)C)OC. Drug 2: CCC1=C2CN3C(=CC4=C(C3=O)COC(=O)C4(CC)O)C2=NC5=C1C=C(C=C5)O. Cell line: TK-10. Synergy scores: CSS=28.6, Synergy_ZIP=-8.02, Synergy_Bliss=-11.7, Synergy_Loewe=-13.6, Synergy_HSA=-7.29. (2) Drug 1: CC1=C(C(=CC=C1)Cl)NC(=O)C2=CN=C(S2)NC3=CC(=NC(=N3)C)N4CCN(CC4)CCO. Drug 2: CN1C2=C(C=C(C=C2)N(CCCl)CCCl)N=C1CCCC(=O)O.Cl. Cell line: SK-MEL-28. Synergy scores: CSS=4.50, Synergy_ZIP=-1.75, Synergy_Bliss=-0.00544, Synergy_Loewe=-5.26, Synergy_HSA=-0.622.